From a dataset of NCI-60 drug combinations with 297,098 pairs across 59 cell lines. Regression. Given two drug SMILES strings and cell line genomic features, predict the synergy score measuring deviation from expected non-interaction effect. Drug 1: CNC(=O)C1=NC=CC(=C1)OC2=CC=C(C=C2)NC(=O)NC3=CC(=C(C=C3)Cl)C(F)(F)F. Drug 2: CCN(CC)CCCC(C)NC1=C2C=C(C=CC2=NC3=C1C=CC(=C3)Cl)OC. Cell line: IGROV1. Synergy scores: CSS=8.46, Synergy_ZIP=-2.81, Synergy_Bliss=-0.0198, Synergy_Loewe=-3.04, Synergy_HSA=-1.11.